Dataset: Catalyst prediction with 721,799 reactions and 888 catalyst types from USPTO. Task: Predict which catalyst facilitates the given reaction. (1) Reactant: [C:1]([N:4]1[C:13]2[C:8](=[CH:9][C:10]([N:14]3[CH:18]=[C:17]([C:19](OCC)=[O:20])[N:16]=[CH:15]3)=[CH:11][CH:12]=2)[C@H:7]([NH:24][C:25]([O:27][CH:28]([CH3:30])[CH3:29])=[O:26])[CH2:6][C@@H:5]1[CH3:31])(=[O:3])[CH3:2].[BH4-].[Li+]. Product: [C:1]([N:4]1[C:13]2[C:8](=[CH:9][C:10]([N:14]3[CH:18]=[C:17]([CH2:19][OH:20])[N:16]=[CH:15]3)=[CH:11][CH:12]=2)[C@H:7]([NH:24][C:25](=[O:26])[O:27][CH:28]([CH3:29])[CH3:30])[CH2:6][C@@H:5]1[CH3:31])(=[O:3])[CH3:2]. The catalyst class is: 1. (2) Reactant: [CH2:1]([C:8]1[S:12][C:11]([C:13]2[CH:18]=[C:17]([F:19])[CH:16]=[CH:15][C:14]=2[F:20])=[N:10][C:9]=1[C:21](OC)=[O:22])[C:2]1[CH:7]=[CH:6][CH:5]=[CH:4][CH:3]=1.C(C1SC(C2C=C(F)C=CC=2F)=NC=1C(OCC)=O)C1C=CC=CC=1.[Li+].[BH4-]. The catalyst class is: 1. Product: [CH2:1]([C:8]1[S:12][C:11]([C:13]2[CH:18]=[C:17]([F:19])[CH:16]=[CH:15][C:14]=2[F:20])=[N:10][C:9]=1[CH2:21][OH:22])[C:2]1[CH:3]=[CH:4][CH:5]=[CH:6][CH:7]=1. (3) Reactant: [CH2:1]([O:3][C:4]([CH:6]1[N:11](CC2C=CC(OC)=CC=2OC)[CH2:10][C:9]2[N:23]=[C:24]([C:26]([CH3:29])([CH3:28])[CH3:27])[S:25][C:8]=2[C:7]1=[O:30])=[O:5])[CH3:2].S(Cl)(Cl)=O. Product: [CH2:1]([O:3][C:4]([C:6]1[N:11]=[CH:10][C:9]2[N:23]=[C:24]([C:26]([CH3:29])([CH3:28])[CH3:27])[S:25][C:8]=2[C:7]=1[OH:30])=[O:5])[CH3:2]. The catalyst class is: 4. (4) Reactant: F[C:2]1[CH:11]=[CH:10][C:5]([C:6]([O:8][CH3:9])=[O:7])=[C:4]([C:12]([F:15])([F:14])[F:13])[CH:3]=1.C([O-])([O-])=O.[K+].[K+].[NH:22]1[CH2:27][CH2:26][CH2:25][CH2:24][CH2:23]1.O. Product: [N:22]1([C:2]2[CH:11]=[CH:10][C:5]([C:6]([O:8][CH3:9])=[O:7])=[C:4]([C:12]([F:15])([F:14])[F:13])[CH:3]=2)[CH2:27][CH2:26][CH2:25][CH2:24][CH2:23]1. The catalyst class is: 3.